Dataset: Catalyst prediction with 721,799 reactions and 888 catalyst types from USPTO. Task: Predict which catalyst facilitates the given reaction. (1) Reactant: CC([O-])(C)C.[K+].O.Cl[C:9]([C:20]1[C:24]([CH3:25])=[C:23]([C:26]2[CH:31]=[CH:30][C:29]([F:32])=[CH:28][CH:27]=2)[N:22]([CH3:33])[N:21]=1)=[C:10]([C:13]1[CH:18]=[CH:17][N:16]=[C:15]([Cl:19])[CH:14]=1)C=O.C(=O)(O)[O-]. Product: [Cl:19][C:15]1[CH:14]=[C:13]([C:10]#[C:9][C:20]2[C:24]([CH3:25])=[C:23]([C:26]3[CH:27]=[CH:28][C:29]([F:32])=[CH:30][CH:31]=3)[N:22]([CH3:33])[N:21]=2)[CH:18]=[CH:17][N:16]=1. The catalyst class is: 1. (2) Reactant: [O:1]1[C:5]([C:6]([NH2:8])=[O:7])=[CH:4][N:3]=[CH:2]1.[I:9]I.[O-]S([O-])(=S)=O.[Na+].[Na+].N. Product: [I:9][C:2]1[O:1][C:5]([C:6]([NH2:8])=[O:7])=[CH:4][N:3]=1. The catalyst class is: 1. (3) Reactant: C(OC(=O)[CH:7]([C:10]1[N:15]=[CH:14][C:13]([Br:16])=[CH:12][N:11]=1)[C:8]#[N:9])(C)(C)C.FC(F)(F)C(O)=O. Product: [Br:16][C:13]1[CH:12]=[N:11][C:10]([CH2:7][C:8]#[N:9])=[N:15][CH:14]=1. The catalyst class is: 4. (4) Reactant: [H-].[Al+3].[Li+].[H-].[H-].[H-].C([O:9][C:10]([CH:12]1[CH2:17][N:16]([CH2:18][C:19]2[CH:24]=[CH:23][CH:22]=[CH:21][CH:20]=2)[CH2:15][CH2:14][N:13]1[CH2:25][C:26]1[CH:31]=[CH:30][CH:29]=[CH:28][CH:27]=1)=O)C. Product: [CH2:25]([N:13]1[CH2:14][CH2:15][N:16]([CH2:18][C:19]2[CH:24]=[CH:23][CH:22]=[CH:21][CH:20]=2)[CH2:17][CH:12]1[CH2:10][OH:9])[C:26]1[CH:27]=[CH:28][CH:29]=[CH:30][CH:31]=1. The catalyst class is: 7. (5) Reactant: [N:1]([C:4]1[CH:8]=[CH:7][N:6]([CH2:9][C:10]2[CH:15]=[CH:14][CH:13]=[C:12]([CH3:16])[N:11]=2)[N:5]=1)=[C:2]=[S:3].[CH3:17][C:18]1[CH:22]=[C:21]([CH3:23])[N:20]([CH:24]([CH3:29])[C:25]([NH:27][NH2:28])=[O:26])[N:19]=1. Product: [CH3:17][C:18]1[CH:22]=[C:21]([CH3:23])[N:20]([CH:24]([CH3:29])[C:25]([NH:27][NH:28][C:2](=[S:3])[NH:1][C:4]2[CH:8]=[CH:7][N:6]([CH2:9][C:10]3[CH:15]=[CH:14][CH:13]=[C:12]([CH3:16])[N:11]=3)[N:5]=2)=[O:26])[N:19]=1. The catalyst class is: 2. (6) Reactant: [OH:1][CH:2]([CH3:9])[C:3]([O:5][CH2:6][CH:7]=[CH2:8])=[O:4].[CH:10](O)=[O:11].CNC1(NC)C=CN=CC1.C1(N=C=NC2CCCCC2)CCCCC1. Product: [CH:10]([O:1][CH:2]([CH3:9])[C:3]([O:5][CH2:6][CH:7]=[CH2:8])=[O:4])=[O:11]. The catalyst class is: 26. (7) Reactant: [Br:1][C:2]1[C:6]([N+:7]([O-:9])=[O:8])=[C:5]([Br:10])[NH:4][N:3]=1.[H-].[Na+].Br[CH2:14][CH3:15]. Product: [Br:1][C:2]1[C:6]([N+:7]([O-:9])=[O:8])=[C:5]([Br:10])[N:4]([CH2:14][CH3:15])[N:3]=1. The catalyst class is: 3. (8) Reactant: C([N:8]1[C:20]2[CH:19]=[CH:18][CH:17]=[CH:16][C:15]=2[C:14]2[C:9]1=[CH:10][CH:11]=[CH:12][CH:13]=2)C1C=CC=CC=1.[CH3:21][C:22]1[CH:30]=[C:29]([CH3:31])[CH:28]=[C:27]([CH3:32])[C:23]=1[C:24](Cl)=[O:25].[Al+3].[Cl-].[Cl-].[Cl-].[C:37]1([CH3:46])[C:38]([C:43](Cl)=[O:44])=[CH:39][CH:40]=[CH:41][CH:42]=1. Product: [C:37]1([CH3:46])[CH:42]=[CH:41][CH:40]=[CH:39][C:38]=1[C:43]([C:12]1[CH:11]=[CH:10][C:9]2[NH:8][C:20]3[C:15]([C:14]=2[CH:13]=1)=[CH:16][C:17]([C:24](=[O:25])[C:23]1[C:22]([CH3:21])=[CH:30][C:29]([CH3:31])=[CH:28][C:27]=1[CH3:32])=[CH:18][CH:19]=3)=[O:44]. The catalyst class is: 2. (9) Reactant: [NH:1]1[C:9]2[C:4](=[CH:5][CH:6]=[CH:7][CH:8]=2)[C:3]([CH2:10][CH2:11][C:12](OC)=[O:13])=[CH:2]1.CC(C[AlH]CC(C)C)C. Product: [OH:13][CH2:12][CH2:11][CH2:10][C:3]1[C:4]2[C:9](=[CH:8][CH:7]=[CH:6][CH:5]=2)[NH:1][CH:2]=1. The catalyst class is: 1. (10) Reactant: [CH3:1][C:2]1([CH3:25])[CH2:11][CH2:10][C:9]([CH3:13])([CH3:12])[C:8]2[CH:7]=[C:6]([C:14]3[O:15][C:16]([CH:19]4[CH2:24][CH2:23][NH:22][CH2:21][CH2:20]4)=[CH:17][N:18]=3)[CH:5]=[CH:4][C:3]1=2.C([O:29][CH2:30][CH2:31][CH2:32][CH2:33]Br)(=O)C.[OH-].[Na+]. Product: [CH3:1][C:2]1([CH3:25])[CH2:11][CH2:10][C:9]([CH3:12])([CH3:13])[C:8]2[CH:7]=[C:6]([C:14]3[O:15][C:16]([CH:19]4[CH2:24][CH2:23][N:22]([CH2:33][CH2:32][CH2:31][CH2:30][OH:29])[CH2:21][CH2:20]4)=[CH:17][N:18]=3)[CH:5]=[CH:4][C:3]1=2. The catalyst class is: 5.